This data is from Reaction yield outcomes from USPTO patents with 853,638 reactions. The task is: Predict the reaction yield, written as a fraction of the theoretical maximum amount of product (1.0 means a 100% yield; for example, 0.34 means a 34% yield). The reactants are [CH3:1][C:2]1([CH3:17])[CH2:7][CH2:6][C:5]([C:8]2[C:13]([N+:14]([O-])=O)=[CH:12][CH:11]=[CH:10][N:9]=2)=[CH:4][CH2:3]1.O. The catalyst is CCO.CC(O)=O.[Fe]. The product is [CH3:1][C:2]1([CH3:17])[CH2:7][CH2:6][C:5]([C:8]2[C:13]([NH2:14])=[CH:12][CH:11]=[CH:10][N:9]=2)=[CH:4][CH2:3]1. The yield is 1.00.